This data is from NCI-60 drug combinations with 297,098 pairs across 59 cell lines. The task is: Regression. Given two drug SMILES strings and cell line genomic features, predict the synergy score measuring deviation from expected non-interaction effect. (1) Drug 1: CC1=CC2C(CCC3(C2CCC3(C(=O)C)OC(=O)C)C)C4(C1=CC(=O)CC4)C. Cell line: PC-3. Drug 2: C1=CC(=CC=C1CC(C(=O)O)N)N(CCCl)CCCl.Cl. Synergy scores: CSS=8.86, Synergy_ZIP=-0.132, Synergy_Bliss=7.34, Synergy_Loewe=-3.64, Synergy_HSA=3.98. (2) Drug 1: CCC1=CC2CC(C3=C(CN(C2)C1)C4=CC=CC=C4N3)(C5=C(C=C6C(=C5)C78CCN9C7C(C=CC9)(C(C(C8N6C)(C(=O)OC)O)OC(=O)C)CC)OC)C(=O)OC.C(C(C(=O)O)O)(C(=O)O)O. Drug 2: C1C(C(OC1N2C=NC(=NC2=O)N)CO)O. Cell line: ACHN. Synergy scores: CSS=17.7, Synergy_ZIP=-5.69, Synergy_Bliss=-2.67, Synergy_Loewe=-2.89, Synergy_HSA=0.0223. (3) Drug 1: CN1CCC(CC1)COC2=C(C=C3C(=C2)N=CN=C3NC4=C(C=C(C=C4)Br)F)OC. Drug 2: C(CCl)NC(=O)N(CCCl)N=O. Cell line: NCIH23. Synergy scores: CSS=8.85, Synergy_ZIP=-1.95, Synergy_Bliss=2.70, Synergy_Loewe=-0.936, Synergy_HSA=1.50.